This data is from Full USPTO retrosynthesis dataset with 1.9M reactions from patents (1976-2016). The task is: Predict the reactants needed to synthesize the given product. Given the product [F:1][C:2]1[CH:7]=[C:6]([F:8])[CH:5]=[CH:4][C:3]=1[N:9]1[C:17](=[O:18])[C:16]2[C@@H:15]3[C:19]([CH3:21])([CH3:20])[C@@:12]([CH3:22])([CH2:13][CH2:14]3)[C:11]=2[N:10]1[CH2:28][C:27]1[CH:30]=[CH:31][C:24]([F:23])=[CH:25][C:26]=1[C:32]([F:34])([F:33])[F:35], predict the reactants needed to synthesize it. The reactants are: [F:1][C:2]1[CH:7]=[C:6]([F:8])[CH:5]=[CH:4][C:3]=1[N:9]1[C:17](=[O:18])[C:16]2[C@@H:15]3[C:19]([CH3:21])([CH3:20])[C@@:12]([CH3:22])([CH2:13][CH2:14]3)[C:11]=2[NH:10]1.[F:23][C:24]1[CH:31]=[CH:30][C:27]([CH2:28]Br)=[C:26]([C:32]([F:35])([F:34])[F:33])[CH:25]=1.ClCCl.